This data is from Full USPTO retrosynthesis dataset with 1.9M reactions from patents (1976-2016). The task is: Predict the reactants needed to synthesize the given product. (1) Given the product [C:1]([C:3]1[CH:23]=[CH:22][C:6]([NH:7][C:8](=[O:21])[C:9]([OH:20])([CH3:19])[CH2:10][S:11]([C:12]2[CH:13]=[CH:14][C:15]([F:18])=[CH:16][CH:17]=2)(=[O:35])=[O:41])=[CH:5][C:4]=1[C:24]([F:27])([F:25])[F:26])#[N:2], predict the reactants needed to synthesize it. The reactants are: [C:1]([C:3]1[CH:23]=[CH:22][C:6]([NH:7][C:8](=[O:21])[C:9]([OH:20])([CH3:19])[CH2:10][S:11][C:12]2[CH:17]=[CH:16][C:15]([F:18])=[CH:14][CH:13]=2)=[CH:5][C:4]=1[C:24]([F:27])([F:26])[F:25])#[N:2].C1C=C(C(O)=[O:35])C(C(OO)=O)=CC=1.[OH-:41].[K+]. (2) Given the product [Br:42][C:15]1[C:14]2[NH:13][C:12](=[O:20])[C:11]3[S:21][CH:22]=[CH:23][C:10]=3[C:9]=2[C:8]([C:6]2[CH:5]=[CH:4][C:3]([CH:24]([CH3:34])[CH2:25][NH:26][C:27](=[O:33])[O:28][C:29]([CH3:30])([CH3:32])[CH3:31])=[C:2]([F:1])[CH:7]=2)=[C:17]([O:18][CH3:19])[CH:16]=1, predict the reactants needed to synthesize it. The reactants are: [F:1][C:2]1[CH:7]=[C:6]([C:8]2[C:9]3[C:10]4[CH:23]=[CH:22][S:21][C:11]=4[C:12](=[O:20])[NH:13][C:14]=3[CH:15]=[CH:16][C:17]=2[O:18][CH3:19])[CH:5]=[CH:4][C:3]=1[CH:24]([CH3:34])[CH2:25][NH:26][C:27](=[O:33])[O:28][C:29]([CH3:32])([CH3:31])[CH3:30].C1C(=O)N([Br:42])C(=O)C1. (3) Given the product [CH2:1]([N:3]([CH2:13][CH3:14])[C:4]([C:6]1[CH:11]=[CH:10][C:9]([C:18]2[CH:19]=[CH:20][CH:21]=[CH:22][C:17]=2[O:16][CH3:15])=[CH:8][CH:7]=1)=[O:5])[CH3:2], predict the reactants needed to synthesize it. The reactants are: [CH2:1]([N:3]([CH2:13][CH3:14])[C:4]([C:6]1[CH:11]=[CH:10][C:9](I)=[CH:8][CH:7]=1)=[O:5])[CH3:2].[CH3:15][O:16][C:17]1[CH:22]=[CH:21][CH:20]=[CH:19][C:18]=1OB(O)O.C(=O)([O-])[O-].[Na+].[Na+]. (4) Given the product [C:1]([C:3]1[CH:4]=[C:5]([CH:33]=[CH:34][CH:35]=1)[C:6]([NH:8][C:9]1[C:10]([CH3:32])=[C:11]2[C:17]([CH:18]3[CH2:19][CH2:20][NH:21][CH2:22][CH2:23]3)=[CH:16][N:15]([CH3:31])[C:12]2=[N:13][CH:14]=1)=[O:7])#[N:2], predict the reactants needed to synthesize it. The reactants are: [C:1]([C:3]1[CH:4]=[C:5]([CH:33]=[CH:34][CH:35]=1)[C:6]([NH:8][C:9]1[C:10]([CH3:32])=[C:11]2[C:17]([CH:18]3[CH2:23][CH2:22][N:21](C(OC(C)(C)C)=O)[CH2:20][CH2:19]3)=[CH:16][N:15]([CH3:31])[C:12]2=[N:13][CH:14]=1)=[O:7])#[N:2].Cl.O1CCOCC1.